Predict the reactants needed to synthesize the given product. From a dataset of Full USPTO retrosynthesis dataset with 1.9M reactions from patents (1976-2016). (1) Given the product [NH2:15][C:11]1[N:10]=[C:9]([O:16][CH2:17][CH2:18][O:19][CH3:20])[N:8]=[C:7]2[C:12]=1[N:13]=[CH:14][N:6]2[CH2:5][C:4]1[CH:3]=[C:2]([P:27](=[O:31])([O:28][CH2:29][CH3:30])[O:26][CH2:24][CH3:25])[CH:23]=[CH:22][CH:21]=1, predict the reactants needed to synthesize it. The reactants are: Br[C:2]1[CH:3]=[C:4]([CH:21]=[CH:22][CH:23]=1)[CH2:5][N:6]1[CH:14]=[N:13][C:12]2[C:7]1=[N:8][C:9]([O:16][CH2:17][CH2:18][O:19][CH3:20])=[N:10][C:11]=2[NH2:15].[CH2:24]([O:26][P:27]([O-:31])[O:28][CH2:29][CH3:30])[CH3:25].C(N(CC)CC)C.C(Cl)Cl. (2) The reactants are: [OH:1][C:2]1[C:7]([C:8]2[CH:13]=[CH:12][CH:11]=[CH:10][CH:9]=2)=[N:6][NH:5][C:4](=[O:14])[C:3]=1[C:15]([O:17]CC)=O.[C:20]([O-:23])(=[O:22])[CH3:21].[NH2+:24]1CCCCC1.C(O)C.C1(C)C=CC=CC=1.N12CCCC=C1CCCCN2. Given the product [OH:1][C:2]1[C:7]([C:8]2[CH:9]=[CH:10][CH:11]=[CH:12][CH:13]=2)=[N:6][NH:5][C:4](=[O:14])[C:3]=1[C:15]([NH:24][CH2:21][C:20]([OH:23])=[O:22])=[O:17], predict the reactants needed to synthesize it. (3) Given the product [Cl:11][C:12]1[CH:38]=[C:37]([Cl:39])[CH:36]=[CH:35][C:13]=1[CH2:14][O:15][CH2:16][C@H:17]1[O:21][CH:20]([O:22][CH3:23])[C:19](=[O:24])[C@@H:18]1[O:25][CH2:26][C:27]1[CH:32]=[CH:31][C:30]([Cl:33])=[CH:29][C:28]=1[Cl:34], predict the reactants needed to synthesize it. The reactants are: C(Cl)(=O)C(Cl)=O.CS(C)=O.[Cl:11][C:12]1[CH:38]=[C:37]([Cl:39])[CH:36]=[CH:35][C:13]=1[CH2:14][O:15][CH2:16][C@H:17]1[O:21][CH:20]([O:22][CH3:23])[C@H:19]([OH:24])[C@@H:18]1[O:25][CH2:26][C:27]1[CH:32]=[CH:31][C:30]([Cl:33])=[CH:29][C:28]=1[Cl:34].C(N(CC)CC)C. (4) Given the product [CH2:1]([O:8][C:9](=[O:26])[CH2:10][CH3:11])[C:2]1[CH:7]=[CH:6][CH:5]=[CH:4][CH:3]=1, predict the reactants needed to synthesize it. The reactants are: [CH2:1]([O:8][C:9](=[O:26])[C@@H:10](N)[CH2:11]C1C=CC(C2C=CC=C(Cl)C=2)=CC=1)[C:2]1[CH:7]=[CH:6][CH:5]=[CH:4][CH:3]=1.C(N(CC)CC)C.FC(F)(F)S(O[C@H](C)C(OCC)=O)(=O)=O. (5) The reactants are: [CH3:1][O:2][C:3]1[CH:10]=[C:9]([O:11][CH2:12][C:13]([CH2:54][O:55][CH2:56][CH2:57][CH2:58][CH2:59][CH2:60][CH2:61][CH2:62][CH2:63][CH2:64][CH2:65][CH2:66][CH2:67][CH2:68][CH2:69][CH2:70][CH2:71][CH2:72][CH3:73])([CH2:34][O:35][CH2:36][CH2:37][CH2:38][CH2:39][CH2:40][CH2:41][CH2:42][CH2:43][CH2:44][CH2:45][CH2:46][CH2:47][CH2:48][CH2:49][CH2:50][CH2:51][CH2:52][CH3:53])[CH2:14][O:15][CH2:16][CH2:17][CH2:18][CH2:19][CH2:20][CH2:21][CH2:22][CH2:23][CH2:24][CH2:25][CH2:26][CH2:27][CH2:28][CH2:29][CH2:30][CH2:31][CH2:32][CH3:33])[CH:8]=[CH:7][C:4]=1[CH:5]=[O:6].CO.[BH4-].[Na+].Cl. Given the product [CH3:1][O:2][C:3]1[CH:10]=[C:9]([O:11][CH2:12][C:13]([CH2:54][O:55][CH2:56][CH2:57][CH2:58][CH2:59][CH2:60][CH2:61][CH2:62][CH2:63][CH2:64][CH2:65][CH2:66][CH2:67][CH2:68][CH2:69][CH2:70][CH2:71][CH2:72][CH3:73])([CH2:34][O:35][CH2:36][CH2:37][CH2:38][CH2:39][CH2:40][CH2:41][CH2:42][CH2:43][CH2:44][CH2:45][CH2:46][CH2:47][CH2:48][CH2:49][CH2:50][CH2:51][CH2:52][CH3:53])[CH2:14][O:15][CH2:16][CH2:17][CH2:18][CH2:19][CH2:20][CH2:21][CH2:22][CH2:23][CH2:24][CH2:25][CH2:26][CH2:27][CH2:28][CH2:29][CH2:30][CH2:31][CH2:32][CH3:33])[CH:8]=[CH:7][C:4]=1[CH2:5][OH:6], predict the reactants needed to synthesize it. (6) Given the product [Br:1][C:2]1[C:11]([F:12])=[CH:10][C:9]2[CH:8]3[CH2:7][CH:6]([CH2:13]3)[C:5](=[O:14])[CH:29]([C:30]([O:32][CH2:33][CH3:34])=[O:31])[C:4]=2[CH:3]=1, predict the reactants needed to synthesize it. The reactants are: [Br:1][C:2]1[CH:3]=[C:4]2[C:9](=[CH:10][C:11]=1[F:12])[CH:8]1[CH2:13][CH:6]([CH2:7]1)[C:5]2=[O:14].F[B-](F)(F)F.C([O+](CC)CC)C.[N+](=[CH:29][C:30]([O:32][CH2:33][CH3:34])=[O:31])=[N-]. (7) The reactants are: [CH2:1]([O:3][NH:4][CH2:5][C:6]1[C:7]([F:29])=[C:8]([F:28])[C:9]([NH:19][C:20]2[CH:25]=[CH:24][C:23]([I:26])=[CH:22][C:21]=2[F:27])=[C:10]([CH:18]=1)[C:11]([NH:13][O:14][CH2:15][CH2:16][OH:17])=[O:12])[CH3:2].[C:30](ON1C(=O)C2C=CC=CC=2N=N1)(=[O:33])[CH2:31][CH3:32].C(O)(=O)CC. Given the product [CH2:1]([O:3][N:4]([CH2:5][C:6]1[C:7]([F:29])=[C:8]([F:28])[C:9]([NH:19][C:20]2[CH:25]=[CH:24][C:23]([I:26])=[CH:22][C:21]=2[F:27])=[C:10]([CH:18]=1)[C:11]([NH:13][O:14][CH2:15][CH2:16][OH:17])=[O:12])[C:30](=[O:33])[CH2:31][CH3:32])[CH3:2], predict the reactants needed to synthesize it.